From a dataset of Forward reaction prediction with 1.9M reactions from USPTO patents (1976-2016). Predict the product of the given reaction. (1) Given the reactants [H-].[Na+].CN(C=O)C.[Br:8][C:9]1[C:19]([OH:20])=[CH:18][C:12]([C:13]([O:15][CH2:16][CH3:17])=[O:14])=[CH:11][C:10]=1[OH:21].I[CH2:23][CH3:24], predict the reaction product. The product is: [Br:8][C:9]1[C:10]([OH:21])=[CH:11][C:12]([C:13]([O:15][CH2:16][CH3:17])=[O:14])=[CH:18][C:19]=1[O:20][CH2:23][CH3:24]. (2) The product is: [CH3:46][C:24]1[C:23]([C:5]2[CH:4]=[N:3][N:2]([CH3:1])[CH:6]=2)=[CH:37][C:27]([C:28]([NH:30][C:31]2[CH:36]=[CH:35][N:34]=[N:33][CH:32]=2)=[O:29])=[C:26]([O:38][CH2:39][C:40]2[CH:45]=[CH:44][CH:43]=[CH:42][CH:41]=2)[CH:25]=1. Given the reactants [CH3:1][N:2]1[CH:6]=[C:5](B2OC(C)(C)C(C)(C)O2)[CH:4]=[N:3]1.C([O-])([O-])=O.[Na+].[Na+].Br[C:23]1[C:24]([CH3:46])=[CH:25][C:26]([O:38][CH2:39][C:40]2[CH:45]=[CH:44][CH:43]=[CH:42][CH:41]=2)=[C:27]([CH:37]=1)[C:28]([NH:30][C:31]1[CH:36]=[CH:35][N:34]=[N:33][CH:32]=1)=[O:29], predict the reaction product. (3) Given the reactants [F:1][C:2]([F:10])([F:9])[C:3]1[N:4]=[C:5]([NH2:8])[O:6][CH:7]=1.[F:11][C:12]1[CH:13]=[CH:14][C:15]2[CH:16]([C:27](O)=[O:28])[C:17]3[C:22]([O:23][C:24]=2[CH:25]=1)=[CH:21][C:20]([F:26])=[CH:19][CH:18]=3, predict the reaction product. The product is: [F:1][C:2]([F:10])([F:9])[C:3]1[N:4]=[C:5]([NH:8][C:27]([CH:16]2[C:17]3[CH:18]=[CH:19][C:20]([F:26])=[CH:21][C:22]=3[O:23][C:24]3[C:15]2=[CH:14][CH:13]=[C:12]([F:11])[CH:25]=3)=[O:28])[O:6][CH:7]=1. (4) Given the reactants [H-].[CH2:2]([Al+][CH2:2][CH:3]([CH3:5])[CH3:4])[CH:3]([CH3:5])[CH3:4].CCO[C:14]([C@@H:16]1[CH2:20][CH2:19][CH2:18][N:17]1C(OC(C)(C)C)=O)=[O:15].[OH2:28].C([O:31][CH2:32]C)C, predict the reaction product. The product is: [C:3]([O:28][N:17]1[CH2:18][CH2:19][C:20](=[C:32]=[O:31])[C@H:16]1[CH:14]=[O:15])([CH3:5])([CH3:4])[CH3:2]. (5) Given the reactants [CH3:1][C@@H:2]1[CH2:7][CH2:6][CH2:5][CH2:4][N:3]1[C:8]1[CH:15]=[CH:14][C:11]([C:12]#N)=[CH:10][C:9]=1[C:16]([F:19])([F:18])[F:17].[OH-:20].[Na+].Cl.C[OH:24], predict the reaction product. The product is: [CH3:1][C@@H:2]1[CH2:7][CH2:6][CH2:5][CH2:4][N:3]1[C:8]1[CH:15]=[CH:14][C:11]([C:12]([OH:24])=[O:20])=[CH:10][C:9]=1[C:16]([F:19])([F:18])[F:17].